The task is: Predict the reactants needed to synthesize the given product.. This data is from Retrosynthesis with 50K atom-mapped reactions and 10 reaction types from USPTO. (1) Given the product COc1cccc(/C=C/c2nc3sccn3c2C(=O)Nc2nc(C(F)(F)F)cs2)c1OCC(C)(C)C, predict the reactants needed to synthesize it. The reactants are: COc1cccc(/C=C/c2nc3sccn3c2C(=O)O)c1OCC(C)(C)C.Nc1nc(C(F)(F)F)cs1. (2) Given the product CCCC(=O)N(n1c(=O)[nH]c2cc(C(F)(F)F)c(C(O)CC)cc2c1=O)S(C)(=O)=O, predict the reactants needed to synthesize it. The reactants are: CCC(O)c1cc2c(=O)n(NS(C)(=O)=O)c(=O)[nH]c2cc1C(F)(F)F.CCCC(=O)Cl. (3) Given the product N=C(N)NN=Cc1cccc(F)c1, predict the reactants needed to synthesize it. The reactants are: N=C(N)NN.O=Cc1cccc(F)c1. (4) Given the product O=[N+]([O-])c1ccc(-n2c3ccccc3c3ccccc32)cc1, predict the reactants needed to synthesize it. The reactants are: O=[N+]([O-])c1ccc(Cl)cc1.c1ccc2c(c1)[nH]c1ccccc12. (5) Given the product N#CCN1CCC(COC(=O)c2cc(Cl)c(N)c3c2OCCO3)CC1, predict the reactants needed to synthesize it. The reactants are: N#CCCl.Nc1c(Cl)cc(C(=O)OCC2CCNCC2)c2c1OCCO2. (6) Given the product CCCCCCCCCCCC(CCCCCCCC)OC(=O)c1ccccc1, predict the reactants needed to synthesize it. The reactants are: CCCCCCCCCCCC(O)CCCCCCCC.O=C(O)c1ccccc1.